From a dataset of Forward reaction prediction with 1.9M reactions from USPTO patents (1976-2016). Predict the product of the given reaction. (1) Given the reactants C(OC(=O)[NH:7][CH2:8][CH2:9][CH2:10][N:11]([CH2:16][C:17]1[CH:22]=[CH:21][CH:20]=[C:19]([C:23]2[CH:28]=[CH:27][N:26]=[C:25](Cl)[N:24]=2)[CH:18]=1)[S:12]([CH3:15])(=[O:14])=[O:13])(C)(C)C.[CH3:31][NH:32][CH2:33][CH2:34][C:35]1[CH:36]=[C:37]([OH:42])[C:38]([OH:41])=[CH:39][CH:40]=1, predict the reaction product. The product is: [NH2:7][CH2:8][CH2:9][CH2:10][N:11]([CH2:16][C:17]1[CH:22]=[CH:21][CH:20]=[C:19]([C:23]2[CH:28]=[CH:27][N:26]=[C:25]([N:32]([CH2:33][CH2:34][C:35]3[CH:40]=[CH:39][C:38]([OH:41])=[C:37]([OH:42])[CH:36]=3)[CH3:31])[N:24]=2)[CH:18]=1)[S:12]([CH3:15])(=[O:13])=[O:14]. (2) Given the reactants C(=O)([O-])[O-].[Cs+].[Cs+].[F:7][C:8]1[CH:9]=[C:10]2[C:15](=[CH:16][C:17]=1[OH:18])[N:14]=[CH:13][N:12]=[C:11]2[NH:19][C:20]1[CH:24]=[C:23]([CH2:25][C:26]([NH:28][C:29]2[CH:34]=[CH:33][CH:32]=[C:31]([F:35])[CH:30]=2)=[O:27])[NH:22][N:21]=1.Br[CH2:37][CH2:38][CH2:39][Cl:40].O, predict the reaction product. The product is: [Cl:40][CH2:39][CH2:38][CH2:37][O:18][C:17]1[CH:16]=[C:15]2[C:10]([C:11]([NH:19][C:20]3[CH:24]=[C:23]([CH2:25][C:26]([NH:28][C:29]4[CH:34]=[CH:33][CH:32]=[C:31]([F:35])[CH:30]=4)=[O:27])[NH:22][N:21]=3)=[N:12][CH:13]=[N:14]2)=[CH:9][C:8]=1[F:7]. (3) Given the reactants O1CCOC[CH2:2]1.[OH-].[Li+].[CH:9]1([C:14]([N:16]2[CH2:21][CH:20]([C:22]3[CH:27]=[CH:26][C:25]([O:28][CH3:29])=[CH:24][CH:23]=3)[CH2:19][CH:18]([C:30]([O:32]CC)=[O:31])[CH2:17]2)=[O:15])[CH2:13]CC[CH2:10]1, predict the reaction product. The product is: [CH3:13][C:9]([CH3:2])([CH3:10])[C:14]([N:16]1[CH2:21][CH:20]([C:22]2[CH:27]=[CH:26][C:25]([O:28][CH3:29])=[CH:24][CH:23]=2)[CH2:19][CH:18]([C:30]([OH:32])=[O:31])[CH2:17]1)=[O:15]. (4) The product is: [NH2:15][N:12]1[CH:11]([CH3:19])[CH2:10][C:8]2[NH:9][C:4]3[CH:3]=[C:2]([Cl:1])[C:21]([O:22][CH3:23])=[CH:20][C:5]=3[S:6][C:7]=2[C:13]1=[O:14]. Given the reactants [Cl:1][C:2]1[C:21]([O:22][CH3:23])=[CH:20][C:5]2[S:6][C:7]3[C:13](=[O:14])[N:12]([NH:15]C(=O)C)[CH:11]([CH3:19])[CH2:10][C:8]=3[NH:9][C:4]=2[CH:3]=1.Cl, predict the reaction product. (5) Given the reactants [C:1]1([C:7]2[N:8]=[C:9]([CH2:12][CH2:13][CH2:14][OH:15])[S:10][CH:11]=2)[CH:6]=[CH:5][CH:4]=[CH:3][CH:2]=1.[CH3:16][S:17](Cl)(=[O:19])=[O:18], predict the reaction product. The product is: [CH3:16][S:17]([O:15][CH2:14][CH2:13][CH2:12][C:9]1[S:10][CH:11]=[C:7]([C:1]2[CH:2]=[CH:3][CH:4]=[CH:5][CH:6]=2)[N:8]=1)(=[O:19])=[O:18].